From a dataset of Full USPTO retrosynthesis dataset with 1.9M reactions from patents (1976-2016). Predict the reactants needed to synthesize the given product. Given the product [N+:3]([CH2:6][C:10]([C:9]1[CH:19]=[C:20]([F:24])[C:21]([F:23])=[CH:22][C:8]=1[F:7])=[O:11])([O-:5])=[O:4], predict the reactants needed to synthesize it. The reactants are: [H-].[Na+].[N+:3]([CH3:6])([O-:5])=[O:4].[F:7][C:8]1[CH:22]=[C:21]([F:23])[C:20]([F:24])=[CH:19][C:9]=1[C:10](OC1C=CC=CC=1)=[O:11].